Dataset: Forward reaction prediction with 1.9M reactions from USPTO patents (1976-2016). Task: Predict the product of the given reaction. (1) Given the reactants COC[O:4][C:5]1[CH:10]=[CH:9][C:8]([C:11]2[C:12]3[N:22]=[CH:21][CH:20]=[CH:19][C:13]=3[N:14]3[C:18]=2[CH2:17][CH2:16][CH2:15]3)=[CH:7][CH:6]=1.Cl.[OH-].[Na+], predict the reaction product. The product is: [N:22]1[C:12]2[C:11]([C:8]3[CH:7]=[CH:6][C:5]([OH:4])=[CH:10][CH:9]=3)=[C:18]3[N:14]([C:13]=2[CH:19]=[CH:20][CH:21]=1)[CH2:15][CH2:16][CH2:17]3. (2) Given the reactants [CH2:1]([O:8][C:9]1[CH:18]=[CH:17][C:12]([C:13](OC)=[O:14])=[CH:11][C:10]=1[C@@H:19]([C:29]1[CH:34]=[CH:33][CH:32]=[CH:31][CH:30]=1)[CH2:20][CH2:21][N:22]([CH:26]([CH3:28])[CH3:27])[CH:23]([CH3:25])[CH3:24])[C:2]1[CH:7]=[CH:6][CH:5]=[CH:4][CH:3]=1.[H-].[Al+3].[Li+].[H-].[H-].[H-].[H-].C(OCC)(=O)C, predict the reaction product. The product is: [CH2:1]([O:8][C:9]1[CH:18]=[CH:17][C:12]([CH2:13][OH:14])=[CH:11][C:10]=1[C@@H:19]([C:29]1[CH:30]=[CH:31][CH:32]=[CH:33][CH:34]=1)[CH2:20][CH2:21][N:22]([CH:23]([CH3:24])[CH3:25])[CH:26]([CH3:27])[CH3:28])[C:2]1[CH:3]=[CH:4][CH:5]=[CH:6][CH:7]=1. (3) Given the reactants [CH3:1][C@H:2]1[CH2:7][NH:6][C@H:5]([CH3:8])[CH2:4][NH:3]1.[CH3:9][C:10]([O:13][C:14](O[C:14]([O:13][C:10]([CH3:12])([CH3:11])[CH3:9])=[O:15])=[O:15])([CH3:12])[CH3:11].CCN(CC)CC, predict the reaction product. The product is: [C:10]([O:13][C:14]([N:3]1[CH2:4][C@@H:5]([CH3:8])[NH:6][CH2:7][C@@H:2]1[CH3:1])=[O:15])([CH3:12])([CH3:11])[CH3:9]. (4) Given the reactants [CH3:1][O:2][C:3]1[CH:4]=[C:5]2[C:10](=[CH:11][CH:12]=1)[C:9]([C:13](=[O:29])[C:14]1[CH:19]=[CH:18][C:17]([O:20][CH2:21][CH2:22][N:23]3[CH2:28][CH2:27][CH2:26][CH2:25][CH2:24]3)=[CH:16][CH:15]=1)=[C:8](OS(C(F)(F)F)(=O)=O)[CH:7]=[CH:6]2.[F:38][C:39]1[C:44]([F:45])=[CH:43][CH:42]=[CH:41][C:40]=1B(O)O.[F-].[Cs+], predict the reaction product. The product is: [F:38][C:39]1[C:44]([F:45])=[CH:43][CH:42]=[CH:41][C:40]=1[C:8]1[CH:7]=[CH:6][C:5]2[C:10](=[CH:11][CH:12]=[C:3]([O:2][CH3:1])[CH:4]=2)[C:9]=1[C:13]([C:14]1[CH:19]=[CH:18][C:17]([O:20][CH2:21][CH2:22][N:23]2[CH2:28][CH2:27][CH2:26][CH2:25][CH2:24]2)=[CH:16][CH:15]=1)=[O:29]. (5) Given the reactants [O:1]=[C:2]1[CH2:7][CH2:6][N:5]([C:8]([O:10][C:11]([CH3:14])([CH3:13])[CH3:12])=[O:9])[CH2:4][CH2:3]1.Cl[Si:16]([CH3:19])([CH3:18])[CH3:17].C(N(CC)CC)C, predict the reaction product. The product is: [CH3:17][Si:16]([CH3:19])([CH3:18])[O:1][C:2]1[CH2:7][CH2:6][N:5]([C:8]([O:10][C:11]([CH3:14])([CH3:13])[CH3:12])=[O:9])[CH2:4][CH:3]=1. (6) Given the reactants [C:1]([O:4][C@H:5]1[CH2:22][CH2:21][C@@:20]2([CH3:23])[C@@H:7]([CH2:8][CH2:9][C@:10]3([CH3:34])[C@@H:19]2[CH2:18][CH2:17][C@H:16]2[C@@:11]3([CH3:33])[CH2:12][CH2:13][C@@:14]3([C:30]([OH:32])=[O:31])[CH2:26][CH2:25][C@@H:24]([C:27]([CH3:29])=[CH2:28])[C@@H:15]32)[C:6]1([CH3:36])[CH3:35])(=[O:3])[CH3:2], predict the reaction product. The product is: [C:1]([O:4][C@H:5]1[CH2:22][CH2:21][C@@:20]2([CH3:23])[C@@H:7]([CH2:8][CH2:9][C@:10]3([CH3:34])[C@@H:19]2[CH2:18][CH2:17][C@H:16]2[C@@:11]3([CH3:33])[CH2:12][CH2:13][C@@:14]3([C:30]([OH:32])=[O:31])[CH2:26][CH2:25][C@@H:24]([CH:27]([CH3:28])[CH3:29])[C@@H:15]32)[C:6]1([CH3:36])[CH3:35])(=[O:3])[CH3:2]. (7) Given the reactants [CH2:1]([O:8][C:9]1[C:14]([O:15][CH3:16])=[CH:13][C:12]([CH:17]([NH:26][C:27]2[CH:32]=[CH:31][C:30]([C:33]#[N:34])=[CH:29][CH:28]=2)[CH2:18][NH:19][S:20]([CH2:23][CH2:24][CH3:25])(=[O:22])=[O:21])=[C:11]([N+:35]([O-])=O)[CH:10]=1)[C:2]1[CH:7]=[CH:6][CH:5]=[CH:4][CH:3]=1, predict the reaction product. The product is: [NH2:35][C:11]1[CH:10]=[C:9]([O:8][CH2:1][C:2]2[CH:3]=[CH:4][CH:5]=[CH:6][CH:7]=2)[C:14]([O:15][CH3:16])=[CH:13][C:12]=1[CH:17]([NH:26][C:27]1[CH:28]=[CH:29][C:30]([C:33]#[N:34])=[CH:31][CH:32]=1)[CH2:18][NH:19][S:20]([CH2:23][CH2:24][CH3:25])(=[O:22])=[O:21].